Dataset: Full USPTO retrosynthesis dataset with 1.9M reactions from patents (1976-2016). Task: Predict the reactants needed to synthesize the given product. Given the product [CH2:47]([O:37][C:27]1[CH:26]=[C:25]([CH:30]=[C:29]([N:31]2[CH2:35][CH2:34][CH2:33][C:32]2=[O:36])[CH:28]=1)[C:24]([NH:23][C@@H:8]([CH2:1][C:2]1[CH:7]=[CH:6][CH:5]=[CH:4][CH:3]=1)[C@@H:9]([OH:22])[CH2:10][C@H:11]([C:13](=[O:21])[NH:14][CH2:15][CH2:16][C:17]([CH3:19])([CH3:18])[CH3:20])[CH3:12])=[O:38])[CH:46]=[CH2:45], predict the reactants needed to synthesize it. The reactants are: [CH2:1]([C@H:8]([NH:23][C:24](=[O:38])[C:25]1[CH:30]=[C:29]([N:31]2[CH2:35][CH2:34][CH2:33][C:32]2=[O:36])[CH:28]=[C:27]([OH:37])[CH:26]=1)[C@@H:9]([OH:22])[CH2:10][C@H:11]([C:13](=[O:21])[NH:14][CH2:15][CH2:16][C:17]([CH3:20])([CH3:19])[CH3:18])[CH3:12])[C:2]1[CH:7]=[CH:6][CH:5]=[CH:4][CH:3]=1.C(=O)([O-])[O-].[Cs+].[Cs+].[CH2:45](Br)[CH:46]=[CH2:47].